This data is from Catalyst prediction with 721,799 reactions and 888 catalyst types from USPTO. The task is: Predict which catalyst facilitates the given reaction. (1) Reactant: C[Si](C[Mg]Cl)(C)C.[F:8][C:9]1[CH:10]=[C:11]([CH:14]=[CH:15][C:16]=1[C:17]1[S:18][C:19]2[C:24]([N:25]=1)=[CH:23][CH:22]=[C:21]([C:26]1([C:29]3[CH:34]=[CH:33][CH:32]=[CH:31][CH:30]=3)[CH2:28][CH2:27]1)[N:20]=2)[CH:12]=O.[CH3:35]C(C)([O-])C.[K+].Cl. Product: [F:8][C:9]1[CH:10]=[C:11]([CH:12]=[CH2:35])[CH:14]=[CH:15][C:16]=1[C:17]1[S:18][C:19]2[C:24]([N:25]=1)=[CH:23][CH:22]=[C:21]([C:26]1([C:29]3[CH:34]=[CH:33][CH:32]=[CH:31][CH:30]=3)[CH2:27][CH2:28]1)[N:20]=2. The catalyst class is: 1. (2) Reactant: [CH3:1][O:2][C:3]1[CH:8]=[C:7]([O:9][CH2:10][CH2:11][CH2:12][N:13]2[CH2:17][CH2:16][CH2:15][C@H:14]2[CH3:18])[CH:6]=[CH:5][C:4]=1[C:19](=O)[CH3:20].O.[C:23]([OH:27])(=O)[CH:24]=O.[NH4+:28].[OH-].O.[NH2:31]N.C([O-])(O)=O.[Na+]. Product: [CH3:1][O:2][C:3]1[CH:8]=[C:7]([O:9][CH2:10][CH2:11][CH2:12][N:13]2[CH2:17][CH2:16][CH2:15][C@H:14]2[CH3:18])[CH:6]=[CH:5][C:4]=1[C:19]1[CH:20]=[CH:24][C:23](=[O:27])[NH:28][N:31]=1. The catalyst class is: 86. (3) Reactant: [SH-].[Na+].[CH3:3][C:4]1([CH3:14])[O:8][N:7]=[C:6]([S:9]([CH2:12][CH3:13])(=O)=O)[CH2:5]1.C(=O)([O-])[O-].[K+].[K+].C(S([O-])=O)O.[Na+].BrCC1[C:30]([Cl:37])=[N:31][N:32]([CH2:35][CH3:36])[C:33]=1[Cl:34]. Product: [Cl:37][C:30]1[C:13]([CH2:12][S:9][C:6]2[CH2:5][C:4]([CH3:14])([CH3:3])[O:8][N:7]=2)=[C:33]([Cl:34])[N:32]([CH2:35][CH3:36])[N:31]=1. The catalyst class is: 35. (4) Reactant: [CH3:1][N:2]([CH3:31])[C:3]1[C:8]([CH2:9][C:10]([O:12][CH3:13])=[O:11])=[CH:7][N:6]=[C:5]([CH2:14][C:15]2[CH:20]=[CH:19][C:18]([NH:21][C:22]([O:24]C3C=CC=CC=3)=[O:23])=[CH:17][CH:16]=2)[N:4]=1.[F:32][C:33]1[CH:40]=[CH:39][C:36]([CH2:37]O)=[CH:35][CH:34]=1.C(N(CC)C(C)C)(C)C. Product: [CH3:1][N:2]([CH3:31])[C:3]1[C:8]([CH2:9][C:10]([O:12][CH3:13])=[O:11])=[CH:7][N:6]=[C:5]([CH2:14][C:15]2[CH:20]=[CH:19][C:18]([NH:21][C:22]([O:24][CH2:37][C:36]3[CH:39]=[CH:40][C:33]([F:32])=[CH:34][CH:35]=3)=[O:23])=[CH:17][CH:16]=2)[N:4]=1. The catalyst class is: 7. (5) Reactant: [CH3:1][C:2]1[N:3]=[C:4](/[CH:7]=[C:8]2\[C:9](=[O:13])[O:10][CH2:11][CH2:12]\2)[S:5][CH:6]=1. Product: [CH3:1][C:2]1[N:3]=[C:4]([CH2:7][CH:8]2[CH2:12][CH2:11][O:10][C:9]2=[O:13])[S:5][CH:6]=1. The catalyst class is: 19. (6) Reactant: [F:1][C:2]([F:38])([F:37])[C:3]1[CH:4]=[C:5]([CH:34]=[CH:35][CH:36]=1)[CH2:6][NH:7][C:8](=[O:33])[C:9]1[CH:14]=[CH:13][N:12]=[C:11]([C:15]2[CH:20]=[C:19]([N:21]([CH2:26][CH2:27][O:28][CH3:29])[CH2:22][CH2:23][O:24][CH3:25])[CH:18]=[CH:17][C:16]=2[N+:30]([O-])=O)[CH:10]=1. Product: [F:37][C:2]([F:1])([F:38])[C:3]1[CH:4]=[C:5]([CH:34]=[CH:35][CH:36]=1)[CH2:6][NH:7][C:8](=[O:33])[C:9]1[CH:14]=[CH:13][N:12]=[C:11]([C:15]2[CH:20]=[C:19]([N:21]([CH2:22][CH2:23][O:24][CH3:25])[CH2:26][CH2:27][O:28][CH3:29])[CH:18]=[CH:17][C:16]=2[NH2:30])[CH:10]=1. The catalyst class is: 19. (7) Reactant: [CH2:1]([O:8][C:9]([N:11]1[C:14]2([CH2:19][CH2:18][CH2:17][NH:16][CH2:15]2)[CH:13]([CH3:20])[CH2:12]1)=[O:10])[C:2]1[CH:7]=[CH:6][CH:5]=[CH:4][CH:3]=1.Cl[C:22]1[C:23]2[CH:30]=[CH:29][NH:28][C:24]=2[N:25]=[CH:26][N:27]=1.C(=O)([O-])[O-].[K+].[K+]. Product: [CH2:1]([O:8][C:9]([N:11]1[C:14]2([CH2:19][CH2:18][CH2:17][N:16]([C:22]3[C:23]4[CH:30]=[CH:29][NH:28][C:24]=4[N:25]=[CH:26][N:27]=3)[CH2:15]2)[CH:13]([CH3:20])[CH2:12]1)=[O:10])[C:2]1[CH:3]=[CH:4][CH:5]=[CH:6][CH:7]=1. The catalyst class is: 6.